From a dataset of Reaction yield outcomes from USPTO patents with 853,638 reactions. Predict the reaction yield, written as a fraction of the theoretical maximum amount of product (1.0 means a 100% yield; for example, 0.34 means a 34% yield). The reactants are Cl[C:2]1[N:3]=[C:4]([N:18]2[CH2:23][CH2:22][O:21][CH2:20][CH2:19]2)[C:5]2[N:11]=[CH:10][C:9]([C:12]3[CH:13]=[N:14][N:15]([CH3:17])[CH:16]=3)=[CH:8][C:6]=2[N:7]=1.[F:24][C:25]1[C:30]([F:31])=[C:29](B2OC(C)(C)C(C)(C)O2)[CH:28]=[CH:27][C:26]=1[NH:41][C:42](=[O:55])[NH:43][C:44]1[CH:54]=[CH:53][C:47]([C:48]([N:50]([CH3:52])[CH3:51])=[O:49])=[CH:46][CH:45]=1.C(=O)([O-])[O-].[Cs+].[Cs+].C1(C)C=CC=CC=1. The catalyst is Cl[Pd](Cl)([P](C1C=CC=CC=1)(C1C=CC=CC=1)C1C=CC=CC=1)[P](C1C=CC=CC=1)(C1C=CC=CC=1)C1C=CC=CC=1.O.CCO. The product is [F:24][C:25]1[C:30]([F:31])=[C:29]([C:2]2[N:3]=[C:4]([N:18]3[CH2:23][CH2:22][O:21][CH2:20][CH2:19]3)[C:5]3[N:11]=[CH:10][C:9]([C:12]4[CH:13]=[N:14][N:15]([CH3:17])[CH:16]=4)=[CH:8][C:6]=3[N:7]=2)[CH:28]=[CH:27][C:26]=1[NH:41][C:42](=[O:55])[NH:43][C:44]1[CH:54]=[CH:53][C:47]([C:48]([N:50]([CH3:52])[CH3:51])=[O:49])=[CH:46][CH:45]=1. The yield is 0.110.